This data is from Full USPTO retrosynthesis dataset with 1.9M reactions from patents (1976-2016). The task is: Predict the reactants needed to synthesize the given product. (1) Given the product [CH2:12]([O:14][C:15]1[CH:16]=[C:17]([NH2:22])[C:18]([NH2:19])=[CH:20][CH:21]=1)[CH3:13], predict the reactants needed to synthesize it. The reactants are: FC1C=C(N)C(N)=CC=1OC.[CH2:12]([O:14][C:15]1[CH:21]=[CH:20][C:18]([NH2:19])=[C:17]([N+:22]([O-])=O)[CH:16]=1)[CH3:13]. (2) Given the product [O:19]=[C:12]([C:13]1[CH:18]=[CH:17][CH:16]=[CH:15][CH:14]=1)[CH:7]([C:1]1[CH:6]=[CH:5][CH:4]=[CH:3][CH:2]=1)[C:8]([O:10][CH3:11])=[O:9], predict the reactants needed to synthesize it. The reactants are: [C:1]1([CH2:7][C:8]([O:10][CH3:11])=[O:9])[CH:6]=[CH:5][CH:4]=[CH:3][CH:2]=1.[C:12](O[C:12](=[O:19])[C:13]1[CH:18]=[CH:17][CH:16]=[CH:15][CH:14]=1)(=[O:19])[C:13]1[CH:18]=[CH:17][CH:16]=[CH:15][CH:14]=1. (3) Given the product [F:12][C:13]1[CH:14]=[C:15]([C:2]2[CH:11]=[CH:10][C:5]3[N:6]=[C:7]([NH2:9])[S:8][C:4]=3[CH:3]=2)[CH:16]=[CH:17][C:18]=1[O:19][CH3:20], predict the reactants needed to synthesize it. The reactants are: Br[C:2]1[CH:11]=[CH:10][C:5]2[N:6]=[C:7]([NH2:9])[S:8][C:4]=2[CH:3]=1.[F:12][C:13]1[CH:14]=[C:15](B2OC(C)(C)C(C)(C)O2)[CH:16]=[CH:17][C:18]=1[O:19][CH3:20]. (4) The reactants are: Cl[C:2]1[C:11]2=[N:12][N:13](CC3C=CC(OC)=CC=3)[CH:14]=[C:10]2[C:9]2[CH:8]=[C:7]([O:24][CH3:25])[CH:6]=[CH:5][C:4]=2[N:3]=1.[CH2:26]([N:30]1[CH2:35][CH2:34][N:33]([C:36]2[CH:42]=[CH:41][C:39]([NH2:40])=[CH:38][CH:37]=2)[CH2:32][CH2:31]1)[CH:27]([CH3:29])[CH3:28].Cl. Given the product [CH2:26]([N:30]1[CH2:35][CH2:34][N:33]([C:36]2[CH:37]=[CH:38][C:39]([NH:40][C:2]3[C:11]4=[N:12][NH:13][CH:14]=[C:10]4[C:9]4[CH:8]=[C:7]([O:24][CH3:25])[CH:6]=[CH:5][C:4]=4[N:3]=3)=[CH:41][CH:42]=2)[CH2:32][CH2:31]1)[CH:27]([CH3:29])[CH3:28], predict the reactants needed to synthesize it. (5) Given the product [Cl:9][C:3]1[C:2]([B:10]2[O:14][C:13]([CH3:16])([CH3:15])[C:12]([CH3:18])([CH3:17])[O:11]2)=[CH:8][CH:7]=[CH:6][C:4]=1[NH2:5], predict the reactants needed to synthesize it. The reactants are: Br[C:2]1[C:3]([Cl:9])=[C:4]([CH:6]=[CH:7][CH:8]=1)[NH2:5].[B:10]1([B:10]2[O:14][C:13]([CH3:16])([CH3:15])[C:12]([CH3:18])([CH3:17])[O:11]2)[O:14][C:13]([CH3:16])([CH3:15])[C:12]([CH3:18])([CH3:17])[O:11]1.C1(P(C2CCCCC2)C2CCCCC2)CCCCC1.C([O-])(=O)C.[K+]. (6) Given the product [CH2:22]([N:6]1[CH:5]=[C:4]2[C:8]([CH:9]=[C:10]([C:12]([O:14][CH2:15][CH3:16])=[O:13])[CH:11]=[C:3]2[O:2][CH3:1])=[N:7]1)[CH3:23], predict the reactants needed to synthesize it. The reactants are: [CH3:1][O:2][C:3]1[CH:11]=[C:10]([C:12]([O:14][CH2:15][CH3:16])=[O:13])[CH:9]=[C:8]2[C:4]=1[CH:5]=[N:6][NH:7]2.F[B-](F)(F)F.[CH2:22]([O+](CC)CC)[CH3:23].